Predict the product of the given reaction. From a dataset of Forward reaction prediction with 1.9M reactions from USPTO patents (1976-2016). (1) Given the reactants [S-:1][C:2]#[N:3].[K+].[NH2:5][C:6]1[CH:7]=[CH:8][C:9]([N:12]([CH3:27])[C:13]2[CH:14]=[CH:15][C:16]([F:26])=[C:17]([NH:19][C:20](=[O:25])[C:21]([F:24])([F:23])[F:22])[CH:18]=2)=[N:10][CH:11]=1.BrBr, predict the reaction product. The product is: [NH2:3][C:2]1[S:1][C:11]2[C:6]([N:5]=1)=[CH:7][CH:8]=[C:9]([N:12]([CH3:27])[C:13]1[CH:14]=[CH:15][C:16]([F:26])=[C:17]([NH:19][C:20](=[O:25])[C:21]([F:24])([F:22])[F:23])[CH:18]=1)[N:10]=2. (2) The product is: [CH3:9][O:8][C:7]1[CH:10]=[CH:11][C:3]([CH:2]=[O:1])=[CH:4][C:5]=1[O:6][CH2:19][CH3:20]. Given the reactants [O:1]=[CH:2][C:3]1[CH:11]=[CH:10][C:7]([O:8][CH3:9])=[C:5]([OH:6])[CH:4]=1.C(=O)([O-])[O-].[K+].[K+].I[CH2:19][CH3:20].CN(C=O)C, predict the reaction product.